Dataset: Full USPTO retrosynthesis dataset with 1.9M reactions from patents (1976-2016). Task: Predict the reactants needed to synthesize the given product. The reactants are: [C:1]1([C@@H:7]([CH3:10])[CH2:8][NH2:9])[CH:6]=[CH:5][CH:4]=[CH:3][CH:2]=1.C(N(CC)CC)C.[CH3:18][CH:19]([S:21](Cl)(=[O:23])=[O:22])[CH3:20]. Given the product [C:1]1([C@@H:7]([CH3:10])[CH2:8][NH:9][S:21]([CH:19]([CH3:20])[CH3:18])(=[O:23])=[O:22])[CH:6]=[CH:5][CH:4]=[CH:3][CH:2]=1, predict the reactants needed to synthesize it.